Dataset: Forward reaction prediction with 1.9M reactions from USPTO patents (1976-2016). Task: Predict the product of the given reaction. (1) Given the reactants [CH:1]1[C:10]2[C:5](=[CH:6][CH:7]=[CH:8][CH:9]=2)[CH:4]=[CH:3][C:2]=1[S:11](Cl)(=[O:13])=[O:12].[NH:15]1[C:23]2[C:18](=[CH:19][CH:20]=[CH:21][CH:22]=2)[CH:17]=[CH:16]1, predict the reaction product. The product is: [CH:1]1[C:10]2[C:5](=[CH:6][CH:7]=[CH:8][CH:9]=2)[CH:4]=[CH:3][C:2]=1[S:11]([N:15]1[C:23]2[C:18](=[CH:19][CH:20]=[CH:21][CH:22]=2)[CH:17]=[CH:16]1)(=[O:13])=[O:12]. (2) Given the reactants C([O:8][NH:9][C:10](=[O:28])[CH2:11][CH2:12][CH2:13][NH:14][C:15]([NH:17][CH2:18][C:19]1[CH:24]=[CH:23][C:22]([N:25]([CH3:27])[CH3:26])=[CH:21][CH:20]=1)=[O:16])C1C=CC=CC=1, predict the reaction product. The product is: [CH3:27][N:25]([CH3:26])[C:22]1[CH:21]=[CH:20][C:19]([CH2:18][NH:17][C:15](=[O:16])[NH:14][CH2:13][CH2:12][CH2:11][C:10]([NH:9][OH:8])=[O:28])=[CH:24][CH:23]=1. (3) Given the reactants [CH3:1][O:2][C:3]([C:5]1[C:6]([NH2:15])=[C:7]([Cl:14])[CH:8]=[C:9]2[C:13]=1[NH:12][N:11]=[CH:10]2)=[O:4].[Br:16]Br, predict the reaction product. The product is: [CH3:1][O:2][C:3]([C:5]1[C:6]([NH2:15])=[C:7]([Cl:14])[CH:8]=[C:9]2[C:13]=1[NH:12][N:11]=[C:10]2[Br:16])=[O:4]. (4) The product is: [C:21]([O:20][C:18]([N:4]1[CH2:5][CH2:6][C:35]2([CH2:33][C:32](=[O:34])[O:31][C:28](=[O:30])[CH2:29]2)[CH2:9][CH2:7]1)=[O:19])([CH3:22])([CH3:23])[CH3:24]. Given the reactants C([N:4]([CH:7]([CH3:9])C)[CH2:5][CH3:6])(C)C.[C:18](O[C:18]([O:20][C:21]([CH3:24])([CH3:23])[CH3:22])=[O:19])([O:20][C:21]([CH3:24])([CH3:23])[CH3:22])=[O:19].[OH-].[Na+].Cl.[C:28]([O:31][C:32](=[O:34])[CH3:33])(=[O:30])[CH3:29].[CH3:35]O, predict the reaction product. (5) Given the reactants [OH:1][C:2]1[CH:11]=[CH:10][C:5]2[C:6](=[O:9])[CH2:7][O:8][C:4]=2[C:3]=1[CH2:12][N:13]1[CH2:19][CH2:18][CH2:17][N:16]([C:20]([O:22][C:23]([CH3:26])([CH3:25])[CH3:24])=[O:21])[CH2:15][CH2:14]1.[NH:27]1[C:35]2[C:30](=[CH:31][CH:32]=[CH:33][CH:34]=2)[C:29]([CH:36]=O)=[CH:28]1.N1CCCCC1, predict the reaction product. The product is: [NH:27]1[C:35]2[C:30](=[CH:31][CH:32]=[CH:33][CH:34]=2)[C:29](/[CH:36]=[C:7]2\[O:8][C:4]3[C:3]([CH2:12][N:13]4[CH2:19][CH2:18][CH2:17][N:16]([C:20]([O:22][C:23]([CH3:26])([CH3:25])[CH3:24])=[O:21])[CH2:15][CH2:14]4)=[C:2]([OH:1])[CH:11]=[CH:10][C:5]=3[C:6]\2=[O:9])=[CH:28]1. (6) Given the reactants [CH3:1][O:2][C:3](=[O:17])[C:4]1[CH:13]=[C:12]([O:14][CH2:15][CH3:16])[CH:11]=[C:6]([C:7]([O:9]C)=[O:8])[CH:5]=1.[OH-].[Na+], predict the reaction product. The product is: [CH3:1][O:2][C:3](=[O:17])[C:4]1[CH:13]=[C:12]([O:14][CH2:15][CH3:16])[CH:11]=[C:6]([C:7]([OH:9])=[O:8])[CH:5]=1. (7) Given the reactants C(OC(C1C=C2C(=CC=1)NC(=O)C2)=O)C(C)C.CN(C=C1C2C(=CC(CO[Si](C(C)(C)C)(C)C)=CC=2)NC1=O)C.[CH2:41]([O:45][C:46]([C:48]1[CH:49]=[C:50]2[C:54](=[CH:55][CH:56]=1)[NH:53][C:52](=[O:57])[C:51]2=[CH:58][N:59]([CH3:61])C)=[O:47])[CH:42]([CH3:44])[CH3:43].Cl.NC1[CH:69]=[CH:68][C:67]([S:70]([NH2:73])(=[O:72])=[O:71])=[CH:66][CH:65]=1, predict the reaction product. The product is: [CH2:41]([O:45][C:46]([C:48]1[CH:49]=[C:50]2[C:54](=[CH:55][CH:56]=1)[NH:53][C:52](=[O:57])[C:51]2=[CH:58][NH:59][C:61]1[CH:69]=[CH:68][C:67]([S:70](=[O:72])(=[O:71])[NH2:73])=[CH:66][CH:65]=1)=[O:47])[CH:42]([CH3:43])[CH3:44].